From a dataset of Forward reaction prediction with 1.9M reactions from USPTO patents (1976-2016). Predict the product of the given reaction. (1) Given the reactants [CH3:1][N:2]1C[CH2:6][O:5][CH2:4][CH2:3]1.[F:8][C:9]([F:35])([F:34])[C:10]1[N:14]2[N:15]=[C:16]([N:19]3[CH2:24][CH2:23][CH:22]([C:25]4[CH:33]=[CH:32][C:28]([C:29](O)=[O:30])=[CH:27][CH:26]=4)[CH2:21][CH2:20]3)[CH:17]=[CH:18][C:13]2=[N:12][N:11]=1.ClC1N=C(OC)N=C(OC)N=1.COCCNC, predict the reaction product. The product is: [CH3:6][O:5][CH2:4][CH2:3][N:2]([CH3:1])[C:29](=[O:30])[C:28]1[CH:32]=[CH:33][C:25]([CH:22]2[CH2:21][CH2:20][N:19]([C:16]3[CH:17]=[CH:18][C:13]4[N:14]([C:10]([C:9]([F:34])([F:8])[F:35])=[N:11][N:12]=4)[N:15]=3)[CH2:24][CH2:23]2)=[CH:26][CH:27]=1. (2) Given the reactants [C:1]1([NH:7][C:8]2[CH:9]=[C:10]3[CH:16]=[CH:15][NH:14][C:11]3=[N:12][CH:13]=2)[CH:6]=[CH:5][CH:4]=[CH:3][CH:2]=1.[OH-].[K+].[F:19][C:20]1[C:25]([CH:26]=[O:27])=[C:24]([F:28])[CH:23]=[CH:22][C:21]=1[NH:29][S:30]([CH2:33][CH2:34][CH3:35])(=[O:32])=[O:31], predict the reaction product. The product is: [F:19][C:20]1[C:25]([CH:26]([OH:27])[C:16]2[C:10]3[C:11](=[N:12][CH:13]=[C:8]([NH:7][C:1]4[CH:6]=[CH:5][CH:4]=[CH:3][CH:2]=4)[CH:9]=3)[NH:14][CH:15]=2)=[C:24]([F:28])[CH:23]=[CH:22][C:21]=1[NH:29][S:30]([CH2:33][CH2:34][CH3:35])(=[O:32])=[O:31]. (3) Given the reactants [I:1][C:2]1[CH:3]=[CH:4][C:5]([CH3:9])=[C:6]([NH2:8])[CH:7]=1.[C:10](OC(=O)C)(=[O:12])[CH3:11], predict the reaction product. The product is: [I:1][C:2]1[CH:3]=[CH:4][C:5]([CH3:9])=[C:6]([NH:8][C:10](=[O:12])[CH3:11])[CH:7]=1. (4) Given the reactants [F:1][C:2]([F:13])([F:12])[C:3]1[CH:11]=[C:10]2[C:6]([CH2:7][CH2:8][NH:9]2)=[CH:5][CH:4]=1.[S-:14][C:15]#[N:16].[K+].BrBr, predict the reaction product. The product is: [S:14]([C:4]1[CH:5]=[C:6]2[C:10](=[CH:11][C:3]=1[C:2]([F:1])([F:12])[F:13])[NH:9][CH2:8][CH2:7]2)[C:15]#[N:16].